Binary Classification. Given a T-cell receptor sequence (or CDR3 region) and an epitope sequence, predict whether binding occurs between them. From a dataset of TCR-epitope binding with 47,182 pairs between 192 epitopes and 23,139 TCRs. (1) The epitope is YLQPRTFLL. The TCR CDR3 sequence is CATSDLDSGELFF. Result: 1 (the TCR binds to the epitope). (2) The epitope is KAFSPEVIPMF. The TCR CDR3 sequence is CASSLAETSADGYTF. Result: 1 (the TCR binds to the epitope). (3) The epitope is KLNVGDYFV. Result: 0 (the TCR does not bind to the epitope). The TCR CDR3 sequence is CASSGLNTGELFF. (4) The epitope is SEETGTLIV. The TCR CDR3 sequence is CASSQGVAGTDTQYF. Result: 0 (the TCR does not bind to the epitope). (5) The epitope is EILDITPCSF. The TCR CDR3 sequence is CASTPWQASSYNEQFF. Result: 1 (the TCR binds to the epitope). (6) The epitope is KLVALGINAV. The TCR CDR3 sequence is CASSSPHRDSYSPLHF. Result: 1 (the TCR binds to the epitope).